Dataset: Forward reaction prediction with 1.9M reactions from USPTO patents (1976-2016). Task: Predict the product of the given reaction. (1) Given the reactants [F:1][C:2]1[CH:38]=[CH:37][C:5]([CH2:6][N:7]2[C:11]3[CH:12]=[N:13][C:14]4[C:15](=[O:29])[N:16]([O:20]COCC[Si](C)(C)C)[CH2:17][CH2:18][C:19]=4[C:10]=3[C:9]([CH2:30][N:31]3[CH2:36][CH2:35][CH2:34][CH2:33][CH2:32]3)=[CH:8]2)=[CH:4][CH:3]=1.Cl, predict the reaction product. The product is: [F:1][C:2]1[CH:3]=[CH:4][C:5]([CH2:6][N:7]2[C:11]3[CH:12]=[N:13][C:14]4[C:15](=[O:29])[N:16]([OH:20])[CH2:17][CH2:18][C:19]=4[C:10]=3[C:9]([CH2:30][N:31]3[CH2:32][CH2:33][CH2:34][CH2:35][CH2:36]3)=[CH:8]2)=[CH:37][CH:38]=1. (2) The product is: [C:26]([C:23]([C:19]1[CH:18]=[C:17]([C:16]([NH:15][C:11]2[CH:10]=[C:9]([CH:14]=[CH:13][CH:12]=2)[O:8][C:5]2[CH:4]=[CH:3][C:2]([NH:1][C:35]([NH:34][C:29](=[O:33])[O:30][CH2:31][CH3:32])=[S:36])=[N:7][CH:6]=2)=[O:28])[CH:22]=[CH:21][CH:20]=1)([CH3:24])[CH3:25])#[N:27]. Given the reactants [NH2:1][C:2]1[N:7]=[CH:6][C:5]([O:8][C:9]2[CH:10]=[C:11]([NH:15][C:16](=[O:28])[C:17]3[CH:22]=[CH:21][CH:20]=[C:19]([C:23]([C:26]#[N:27])([CH3:25])[CH3:24])[CH:18]=3)[CH:12]=[CH:13][CH:14]=2)=[CH:4][CH:3]=1.[C:29]([N:34]=[C:35]=[S:36])(=[O:33])[O:30][CH2:31][CH3:32].O, predict the reaction product. (3) Given the reactants [C:1]1([C:50]2C=C[CH:53]=[CH:52][CH:51]=2)[CH:6]=[CH:5][C:4]([N:7]2[CH:12]=[CH:11][CH:10]=[C:9]([C:13]([NH:15][C@@H:16]([CH2:24][CH2:25][CH2:26][NH:27][C:28]([NH:30]S(C3C(C)=C4C(=C(C)C=3C)OC(C)(C)CC4)(=O)=O)=[NH:29])[C:17]([O:19]C(C)(C)C)=[O:18])=[O:14])[C:8]2=[O:49])=[CH:3][CH:2]=1.[C:56]([OH:62])([C:58]([F:61])([F:60])[F:59])=[O:57].C([SiH](CC)CC)C, predict the reaction product. The product is: [NH:27]([CH2:26][CH2:25][CH2:24][C@H:16]([NH:15][C:13]([C:9]1[C:8](=[O:49])[N:7]([C:4]2[CH:3]=[CH:2][C:1]3[C:6](=[CH:53][CH:52]=[CH:51][CH:50]=3)[CH:5]=2)[CH:12]=[CH:11][CH:10]=1)=[O:14])[C:17]([OH:19])=[O:18])[C:28]([NH2:30])=[NH:29].[C:56]([OH:62])([C:58]([F:61])([F:60])[F:59])=[O:57]. (4) Given the reactants [F:1][C:2]1[CH:3]=[C:4]([CH:6]=[CH:7][C:8]=1[N:9]1[C:13]([CH3:14])=[CH:12][C:11]([C:15]([F:18])([F:17])[F:16])=[N:10]1)[NH2:5].[F:19][C:20]1[CH:28]=[CH:27][C:23]([C:24](Cl)=[O:25])=[C:22]([CH3:29])[CH:21]=1.CCN(C(C)C)C(C)C.C([O-])(O)=O.[Na+].CC(=O)OCC, predict the reaction product. The product is: [F:19][C:20]1[CH:28]=[CH:27][C:23]([C:24]([NH:5][C:4]2[CH:6]=[CH:7][C:8]([N:9]3[C:13]([CH3:14])=[CH:12][C:11]([C:15]([F:17])([F:16])[F:18])=[N:10]3)=[C:2]([F:1])[CH:3]=2)=[O:25])=[C:22]([CH3:29])[CH:21]=1. (5) Given the reactants [S:1]1[C:5]2[CH:6]=[C:7]([N:10]3[CH2:14][C:13]([CH3:16])([CH3:15])[NH:12][C:11]3=[O:17])[CH:8]=[CH:9][C:4]=2[N:3]=[CH:2]1.I[C:19]1[CH:20]=[N:21][CH:22]=[CH:23][C:24]=1[CH3:25].N[C@@H]1CCCC[C@H]1N.P([O-])([O-])([O-])=O.[K+].[K+].[K+], predict the reaction product. The product is: [S:1]1[C:5]2[CH:6]=[C:7]([N:10]3[CH2:14][C:13]([CH3:15])([CH3:16])[N:12]([C:19]4[CH:20]=[N:21][CH:22]=[CH:23][C:24]=4[CH3:25])[C:11]3=[O:17])[CH:8]=[CH:9][C:4]=2[N:3]=[CH:2]1. (6) Given the reactants Br[C:2]1[CH:7]=[CH:6][N:5]2[C:8]([C:11]([NH:13][C:14]3[CH:22]=[CH:21][CH:20]=[C:19]4[C:15]=3[C:16]([CH3:31])=[N:17][N:18]4[CH2:23][C:24]3[CH:29]=[CH:28][CH:27]=[C:26]([CH3:30])[N:25]=3)=[O:12])=[CH:9][N:10]=[C:4]2[CH:3]=1.[CH3:32][C:33]1[C:37](B2OC(C)(C)C(C)(C)O2)=[C:36]([CH3:47])[NH:35][N:34]=1, predict the reaction product. The product is: [CH3:32][C:33]1[C:37]([C:2]2[CH:7]=[CH:6][N:5]3[C:8]([C:11]([NH:13][C:14]4[CH:22]=[CH:21][CH:20]=[C:19]5[C:15]=4[C:16]([CH3:31])=[N:17][N:18]5[CH2:23][C:24]4[CH:29]=[CH:28][CH:27]=[C:26]([CH3:30])[N:25]=4)=[O:12])=[CH:9][N:10]=[C:4]3[CH:3]=2)=[C:36]([CH3:47])[NH:35][N:34]=1. (7) Given the reactants [Cl:1]C1C(Cl)=CC=CC=1N.C(NC1C=CC=CC=1)=O.OCCN.[CH2:23]1[C:27]2([NH:35][C:30]3([CH2:34][CH2:33][CH2:32][CH2:31]3)[CH2:29][O:28]2)[CH2:26][CH2:25][CH2:24]1.O1CCNC1, predict the reaction product. The product is: [ClH:1].[OH:28][CH2:29][C:30]1([NH2:35])[CH2:34][CH2:33][CH2:32][CH2:31]1.[CH:27]1([NH:35][C:30]2([CH2:29][OH:28])[CH2:34][CH2:33][CH2:32][CH2:31]2)[CH2:23][CH2:24][CH2:25][CH2:26]1. (8) Given the reactants [Cl:1][C:2]1[CH:3]=[C:4]([NH:9][C:10]2[N:11](CC3C=CC(OC)=CC=3)[N:12]=[C:13]([S:15]([CH3:18])(=[O:17])=[O:16])[N:14]=2)[CH:5]=[C:6]([Cl:8])[CH:7]=1.C(O)(C(F)(F)F)=O, predict the reaction product. The product is: [Cl:1][C:2]1[CH:3]=[C:4]([NH:9][C:10]2[N:14]=[C:13]([S:15]([CH3:18])(=[O:17])=[O:16])[NH:12][N:11]=2)[CH:5]=[C:6]([Cl:8])[CH:7]=1. (9) Given the reactants [C:1]([O-:4])(=[S:3])[CH3:2].[K+].C(S[CH:10]([C:36]1[CH:40]=[CH:39][N:38]([CH2:41][CH2:42][C:43]([O:45][CH2:46][CH3:47])=[O:44])[N:37]=1)[C:11]1[CH2:16][N:15]([C:17]([C:30]2[CH:35]=[CH:34][CH:33]=[CH:32][CH:31]=2)([C:24]2[CH:29]=[CH:28][CH:27]=[CH:26][CH:25]=2)[C:18]2[CH:23]=[CH:22][CH:21]=[CH:20][CH:19]=2)[CH2:14][CH2:13][CH:12]=1)(=O)C, predict the reaction product. The product is: [C:1]([S:3][CH:12]1[CH2:13][CH2:14][N:15]([C:17]([C:24]2[CH:25]=[CH:26][CH:27]=[CH:28][CH:29]=2)([C:30]2[CH:35]=[CH:34][CH:33]=[CH:32][CH:31]=2)[C:18]2[CH:19]=[CH:20][CH:21]=[CH:22][CH:23]=2)[CH2:16][C:11]1=[CH:10][C:36]1[CH:40]=[CH:39][N:38]([CH2:41][CH2:42][C:43]([O:45][CH2:46][CH3:47])=[O:44])[N:37]=1)(=[O:4])[CH3:2].